From a dataset of Peptide-MHC class I binding affinity with 185,985 pairs from IEDB/IMGT. Regression. Given a peptide amino acid sequence and an MHC pseudo amino acid sequence, predict their binding affinity value. This is MHC class I binding data. (1) The peptide sequence is AEFPVGSTA. The MHC is HLA-A01:01 with pseudo-sequence HLA-A01:01. The binding affinity (normalized) is 0.0847. (2) The peptide sequence is KYFDDVTAF. The MHC is HLA-C04:01 with pseudo-sequence HLA-C04:01. The binding affinity (normalized) is 0.301. (3) The peptide sequence is ITTQWHLDM. The MHC is HLA-B08:01 with pseudo-sequence HLA-B08:01. The binding affinity (normalized) is 0.0847. (4) The peptide sequence is ATIMPHNLY. The MHC is HLA-B27:03 with pseudo-sequence HLA-B27:03. The binding affinity (normalized) is 0.0847. (5) The peptide sequence is GSENLFSLY. The MHC is Mamu-A02 with pseudo-sequence Mamu-A02. The binding affinity (normalized) is 1.00. (6) The peptide sequence is VTLFIDRGSI. The MHC is HLA-A68:02 with pseudo-sequence HLA-A68:02. The binding affinity (normalized) is 0.759.